The task is: Predict the reactants needed to synthesize the given product.. This data is from Full USPTO retrosynthesis dataset with 1.9M reactions from patents (1976-2016). (1) The reactants are: [C:1]([C:5]1[NH:6][C:7]2[C:12]([CH:13]=1)=[CH:11][C:10]([NH2:14])=[CH:9][CH:8]=2)([CH3:4])([CH3:3])[CH3:2].[CH3:15][O:16][C:17]1[CH:22]=[CH:21][C:20]([C:23]2([C:26](O)=[O:27])[CH2:25][CH2:24]2)=[CH:19][CH:18]=1.C(N(CC)CC)C.CN(C(ON1N=NC2C=CC=NC1=2)=[N+](C)C)C.F[P-](F)(F)(F)(F)F. Given the product [C:1]([C:5]1[NH:6][C:7]2[C:12]([CH:13]=1)=[CH:11][C:10]([NH:14][C:26]([C:23]1([C:20]3[CH:19]=[CH:18][C:17]([O:16][CH3:15])=[CH:22][CH:21]=3)[CH2:25][CH2:24]1)=[O:27])=[CH:9][CH:8]=2)([CH3:4])([CH3:2])[CH3:3], predict the reactants needed to synthesize it. (2) Given the product [Cl:20][C:21]1[CH:31]=[CH:30][C:29]([S:32]([NH:33][CH:34]2[CH2:36][CH2:35]2)(=[O:38])=[O:37])=[CH:28][C:22]=1[C:23]1[NH:25][C:26](=[O:27])[N:9]([C:6]2[CH:7]=[CH:8][C:3]([C:2]([F:1])([F:19])[F:18])=[CH:4][CH:5]=2)[N:10]=1, predict the reactants needed to synthesize it. The reactants are: [F:1][C:2]([F:19])([F:18])[C:3]1[CH:8]=[CH:7][C:6]([NH:9][NH:10]C(OC(C)(C)C)=O)=[CH:5][CH:4]=1.[Cl:20][C:21]1[CH:31]=[CH:30][C:29]([S:32](=[O:38])(=[O:37])[NH:33][CH:34]2[CH2:36][CH2:35]2)=[CH:28][C:22]=1[C:23]([N:25]=[C:26]=[O:27])=O.C(O)(C(F)(F)F)=O. (3) Given the product [C:23]([NH:26][C:27]1[CH:28]=[C:29]([NH:30][C:4]2[N:9]=[C:8]([NH:10][C:11]3([C:14]4[CH:19]=[CH:18][CH:17]=[CH:16][CH:15]=4)[CH2:13][CH2:12]3)[C:7]([C:20]([NH2:22])=[O:21])=[CH:6][N:5]=2)[CH:31]=[CH:32][CH:33]=1)(=[O:25])[CH3:24], predict the reactants needed to synthesize it. The reactants are: CS([C:4]1[N:9]=[C:8]([NH:10][C:11]2([C:14]3[CH:19]=[CH:18][CH:17]=[CH:16][CH:15]=3)[CH2:13][CH2:12]2)[C:7]([C:20]([NH2:22])=[O:21])=[CH:6][N:5]=1)=O.[C:23]([NH:26][C:27]1[CH:28]=[C:29]([CH:31]=[CH:32][CH:33]=1)[NH2:30])(=[O:25])[CH3:24].CC1C=CC(S(O)(=O)=O)=CC=1. (4) Given the product [N:27]1([NH:26][C:21]([C:18]2[CH:17]=[CH:16][C:15]([O:14][CH2:13][C:12]3[C:8]([C:5]4[CH:6]=[CH:7][C:2]([F:1])=[CH:3][CH:4]=4)=[N:9][O:10][C:11]=3[CH2:24][OH:25])=[CH:20][N:19]=2)=[O:23])[CH2:32][CH2:31][O:30][CH2:29][CH2:28]1, predict the reactants needed to synthesize it. The reactants are: [F:1][C:2]1[CH:7]=[CH:6][C:5]([C:8]2[C:12]([CH2:13][O:14][C:15]3[CH:16]=[CH:17][C:18]([C:21]([OH:23])=O)=[N:19][CH:20]=3)=[C:11]([CH2:24][OH:25])[O:10][N:9]=2)=[CH:4][CH:3]=1.[NH2:26][N:27]1[CH2:32][CH2:31][O:30][CH2:29][CH2:28]1. (5) The reactants are: [CH3:1][O:2][C:3](=[O:30])[CH2:4][O:5][C:6]1[CH:15]=[CH:14][C:13]([Cl:16])=[C:12]2[C:7]=1[C:8]([CH3:29])=[C:9]([CH2:18][C:19]1[CH:24]=[CH:23][C:22]([S:25]([CH3:28])(=[O:27])=[O:26])=[CH:21][CH:20]=1)[C:10](=[O:17])[NH:11]2.C1C=CC(N([S:38]([C:41]([F:44])([F:43])[F:42])(=[O:40])=[O:39])[S:38]([C:41]([F:44])([F:43])[F:42])(=[O:40])=[O:39])=CC=1.C(=O)([O-])[O-].[K+].[K+]. Given the product [CH3:1][O:2][C:3](=[O:30])[CH2:4][O:5][C:6]1[CH:15]=[CH:14][C:13]([Cl:16])=[C:12]2[C:7]=1[C:8]([CH3:29])=[C:9]([CH2:18][C:19]1[CH:24]=[CH:23][C:22]([S:25]([CH3:28])(=[O:27])=[O:26])=[CH:21][CH:20]=1)[C:10]([O:17][S:38]([C:41]([F:44])([F:43])[F:42])(=[O:40])=[O:39])=[N:11]2, predict the reactants needed to synthesize it.